The task is: Predict the reactants needed to synthesize the given product.. This data is from Full USPTO retrosynthesis dataset with 1.9M reactions from patents (1976-2016). (1) Given the product [CH2:13]([O:20][C:21]([N:23]1[CH2:28][CH:27]([O:29][Si:30]([CH:34]([CH3:36])[CH3:35])([CH:31]([CH3:33])[CH3:32])[CH:37]([CH3:39])[CH3:38])[CH:26]([C:40]2[CH:41]=[CH:42][C:43]([CH:46]=[O:47])=[CH:44][CH:45]=2)[CH:25]([O:48][CH2:49][C:50]2[CH:51]=[CH:52][C:53]3[O:58][CH2:57][CH2:56][N:55]([CH2:59][CH2:60][CH2:61][O:62][CH3:63])[C:54]=3[CH:64]=2)[CH2:24]1)=[O:22])[C:14]1[CH:19]=[CH:18][CH:17]=[CH:16][CH:15]=1, predict the reactants needed to synthesize it. The reactants are: I(C1C=CC=CC=1C(O)=O)(=O)=O.[CH2:13]([O:20][C:21]([N:23]1[CH2:28][CH:27]([O:29][Si:30]([CH:37]([CH3:39])[CH3:38])([CH:34]([CH3:36])[CH3:35])[CH:31]([CH3:33])[CH3:32])[CH:26]([C:40]2[CH:45]=[CH:44][C:43]([CH2:46][OH:47])=[CH:42][CH:41]=2)[CH:25]([O:48][CH2:49][C:50]2[CH:51]=[CH:52][C:53]3[O:58][CH2:57][CH2:56][N:55]([CH2:59][CH2:60][CH2:61][O:62][CH3:63])[C:54]=3[CH:64]=2)[CH2:24]1)=[O:22])[C:14]1[CH:19]=[CH:18][CH:17]=[CH:16][CH:15]=1.[OH-].[Na+]. (2) Given the product [ClH:29].[I:1][C:2]1[CH:10]=[CH:9][C:8]2[C:4](=[C:5]3[NH:14][C:13](=[O:15])[CH:12]=[C:11]([CH:16]4[CH2:21][CH2:20][NH:19][CH2:18][CH2:17]4)[N:6]3[N:7]=2)[CH:3]=1, predict the reactants needed to synthesize it. The reactants are: [I:1][C:2]1[CH:10]=[CH:9][C:8]2[C:4](=[C:5]3[NH:14][C:13](=[O:15])[CH:12]=[C:11]([CH:16]4[CH2:21][CH2:20][N:19](C(OC(C)(C)C)=O)[CH2:18][CH2:17]4)[N:6]3[N:7]=2)[CH:3]=1.[ClH:29].